From a dataset of Reaction yield outcomes from USPTO patents with 853,638 reactions. Predict the reaction yield, written as a fraction of the theoretical maximum amount of product (1.0 means a 100% yield; for example, 0.34 means a 34% yield). The catalyst is C(O)C.C(OCC)(=O)C. The product is [N:3]1([C:8]2[CH:31]=[CH:30][C:11]3[N:12]([C:15]4[CH:16]=[C:17]([CH:18]=[C:19]([N:21]5[CH:25]=[CH:24][CH:23]=[CH:22]5)[CH:20]=4)[NH2:26])[CH:13]=[N:14][C:10]=3[CH:9]=2)[CH:7]=[CH:6][CH:5]=[N:4]1. The reactants are [OH-].[Na+].[N:3]1([C:8]2[CH:31]=[CH:30][C:11]3[N:12]([C:15]4[CH:16]=[C:17]([NH:26]C(=O)C)[CH:18]=[C:19]([N:21]5[CH:25]=[CH:24][CH:23]=[CH:22]5)[CH:20]=4)[CH:13]=[N:14][C:10]=3[CH:9]=2)[CH:7]=[CH:6][CH:5]=[N:4]1. The yield is 0.850.